This data is from Full USPTO retrosynthesis dataset with 1.9M reactions from patents (1976-2016). The task is: Predict the reactants needed to synthesize the given product. (1) Given the product [CH2:31]([CH:30]([N:29]1[C:8]2[N:9]=[C:10]([NH:13][C:14]3[CH:15]=[CH:16][C:17]([N:20]4[CH2:21][CH2:22][NH:23][CH2:24][CH2:25]4)=[CH:18][CH:19]=3)[N:11]=[CH:12][C:7]=2[CH:6]=[C:5]1[C:3]([OH:4])=[O:2])[CH2:33][CH3:34])[CH3:32], predict the reactants needed to synthesize it. The reactants are: C[O:2][C:3]([C:5]1[N:29]([CH:30]([CH2:33][CH3:34])[CH2:31][CH3:32])[C:8]2[N:9]=[C:10]([NH:13][C:14]3[CH:19]=[CH:18][C:17]([N:20]4[CH2:25][CH2:24][N:23](C(=O)C)[CH2:22][CH2:21]4)=[CH:16][CH:15]=3)[N:11]=[CH:12][C:7]=2[CH:6]=1)=[O:4].[Li+].[OH-]. (2) Given the product [CH2:14]([N:21]([CH2:22][CH3:11])[CH2:36][CH2:35][CH2:34][CH2:33][NH:29][C:16]1[N:17]=[N:18][C:13]2[CH:12]=[C:11]([C:5]3[CH:4]=[C:3]([O:2][CH3:1])[CH:8]=[C:7]([O:9][CH3:10])[CH:6]=3)[C:22](=[O:23])[N:21]([CH2:24][CH3:25])[C:14]=2[N:15]=1)[CH3:13], predict the reactants needed to synthesize it. The reactants are: [CH3:1][O:2][C:3]1[CH:4]=[C:5]([C:11]2[C:22](=[O:23])[N:21]([CH2:24][CH3:25])[C:14]3[N:15]=[C:16](SC)[N:17]=[N:18][C:13]=3[CH:12]=2)[CH:6]=[C:7]([O:9][CH3:10])[CH:8]=1.C(N[N:29]([CH2:33][CH2:34][CH2:35][CH3:36])NCC)C.